Task: Predict the product of the given reaction.. Dataset: Forward reaction prediction with 1.9M reactions from USPTO patents (1976-2016) (1) Given the reactants Cl[C:2]1[N:3]=[N:4][C:5]([CH3:24])=[C:6]([C:17]2[CH:18]=[N:19][C:20]([Cl:23])=[CH:21][CH:22]=2)[C:7]=1[C:8]1[C:13]([F:14])=[CH:12][C:11]([F:15])=[CH:10][C:9]=1[F:16].[CH3:25][O-:26].[Na+].CO, predict the reaction product. The product is: [Cl:23][C:20]1[N:19]=[CH:18][C:17]([C:6]2[C:7]([C:8]3[C:13]([F:14])=[CH:12][C:11]([F:15])=[CH:10][C:9]=3[F:16])=[C:2]([O:26][CH3:25])[N:3]=[N:4][C:5]=2[CH3:24])=[CH:22][CH:21]=1. (2) Given the reactants F[C:2]1[C:7]([O:8][C:9]([F:12])([F:11])[F:10])=[CH:6][CH:5]=[CH:4][C:3]=1[CH:13]1[CH2:18][CH2:17][NH:16][CH2:15][CH2:14]1.[CH3:19][O-:20].[Na+].CO, predict the reaction product. The product is: [CH3:19][O:20][C:2]1[C:7]([O:8][C:9]([F:12])([F:11])[F:10])=[CH:6][CH:5]=[CH:4][C:3]=1[CH:13]1[CH2:18][CH2:17][NH:16][CH2:15][CH2:14]1. (3) The product is: [F:16][C:17]1[CH2:22][CH2:21][CH:20]([CH2:23][NH:24][C:2]2[CH:7]=[CH:6][C:5]([NH:8][C:9](=[O:11])[CH3:10])=[CH:4][C:3]=2[N+:12]([O-:14])=[O:13])[CH2:19][CH:18]=1. Given the reactants F[C:2]1[CH:7]=[CH:6][C:5]([NH:8][C:9](=[O:11])[CH3:10])=[CH:4][C:3]=1[N+:12]([O-:14])=[O:13].Cl.[F:16][C:17]1[CH2:22][CH2:21][CH:20]([CH2:23][NH2:24])[CH2:19][CH:18]=1, predict the reaction product. (4) The product is: [F:29][C:17]1([F:16])[C:25]2[C:20](=[CH:21][CH:22]=[C:23]([N+:26]([O-:28])=[O:27])[CH:24]=2)[N:19]([C:9]([O:11][C:12]([CH3:13])([CH3:14])[CH3:15])=[O:10])[CH2:18]1. Given the reactants [C:9](O[C:9]([O:11][C:12]([CH3:15])([CH3:14])[CH3:13])=[O:10])([O:11][C:12]([CH3:15])([CH3:14])[CH3:13])=[O:10].[F:16][C:17]1([F:29])[C:25]2[C:20](=[CH:21][CH:22]=[C:23]([N+:26]([O-:28])=[O:27])[CH:24]=2)[NH:19][CH2:18]1, predict the reaction product. (5) The product is: [C:20]([C:19]1[CH:22]=[C:15]([C:13]2[O:12][N:11]=[C:10]([C:6]3[CH:5]=[C:4]4[C:9](=[CH:8][CH:7]=3)[N:1]([CH2:28][C:29]([O:31][CH2:32][CH3:33])=[O:30])[N:2]=[CH:3]4)[N:14]=2)[CH:16]=[CH:17][C:18]=1[O:23][CH:24]([CH3:26])[CH3:25])#[N:21]. Given the reactants [NH:1]1[C:9]2[C:4](=[CH:5][C:6]([C:10]3[N:14]=[C:13]([C:15]4[CH:16]=[CH:17][C:18]([O:23][CH:24]([CH3:26])[CH3:25])=[C:19]([CH:22]=4)[C:20]#[N:21])[O:12][N:11]=3)=[CH:7][CH:8]=2)[CH:3]=[N:2]1.Br[CH2:28][C:29]([O:31][CH2:32][CH3:33])=[O:30], predict the reaction product. (6) The product is: [Cl:28][C:22]1[CH:23]=[CH:24][CH:25]=[C:26]([Cl:27])[C:21]=1[NH:20][C:17]1[N:18]([CH3:19])[C:9]2[C:8]3[C:7](=[O:29])[NH:6][C:5]([CH2:4][CH:3]=[CH:2][NH:1][C:37]([NH:36][C:30]4[CH:35]=[CH:34][CH:33]=[CH:32][CH:31]=4)=[O:38])=[C:14]([CH3:15])[C:13]=3[CH:12]=[CH:11][C:10]=2[N:16]=1. Given the reactants [NH2:1][CH2:2][CH:3]=[CH:4][C:5]1[NH:6][C:7](=[O:29])[C:8]2[C:9]3[N:18]([CH3:19])[C:17]([NH:20][C:21]4[C:26]([Cl:27])=[CH:25][CH:24]=[CH:23][C:22]=4[Cl:28])=[N:16][C:10]=3[CH:11]=[CH:12][C:13]=2[C:14]=1[CH3:15].[C:30]1([N:36]=[C:37]=[O:38])[CH:35]=[CH:34][CH:33]=[CH:32][CH:31]=1, predict the reaction product. (7) Given the reactants [Cl:1][C:2]1[CH:7]=[CH:6][CH:5]=[CH:4][C:3]=1[CH:8]([O:10][C:11](=[O:26])[NH:12][C:13]1[C:14]([CH3:25])=[N:15][O:16][C:17]=1[C:18]1[CH:23]=[CH:22][C:21](Br)=[CH:20][CH:19]=1)[CH3:9].[B:27]1([B:27]2[O:31][C:30]([CH3:33])([CH3:32])[C:29]([CH3:35])([CH3:34])[O:28]2)[O:31][C:30]([CH3:33])([CH3:32])[C:29]([CH3:35])([CH3:34])[O:28]1.C([O-])(=O)C.[K+], predict the reaction product. The product is: [Cl:1][C:2]1[CH:7]=[CH:6][CH:5]=[CH:4][C:3]=1[CH:8]([O:10][C:11](=[O:26])[NH:12][C:13]1[C:14]([CH3:25])=[N:15][O:16][C:17]=1[C:18]1[CH:23]=[CH:22][C:21]([B:27]2[O:31][C:30]([CH3:33])([CH3:32])[C:29]([CH3:35])([CH3:34])[O:28]2)=[CH:20][CH:19]=1)[CH3:9]. (8) Given the reactants [Cl:1][C:2]1[CH:3]=[CH:4][CH:5]=[C:6]2[C:10]=1[N:9]([CH2:11][CH:12]1[CH2:17][CH2:16][O:15][CH2:14][CH2:13]1)[CH:8]=[C:7]2[C:18]#[N:19].C([N:23](CC)C(C)C)(C)C.Cl.NO, predict the reaction product. The product is: [Cl:1][C:2]1[CH:3]=[CH:4][CH:5]=[C:6]2[C:10]=1[N:9]([CH2:11][CH:12]1[CH2:17][CH2:16][O:15][CH2:14][CH2:13]1)[CH:8]=[C:7]2[C:18]([NH2:23])=[NH:19].